From a dataset of Catalyst prediction with 721,799 reactions and 888 catalyst types from USPTO. Predict which catalyst facilitates the given reaction. (1) Reactant: [CH2:1]([N:3]([CH2:26][C:27]1[CH:32]=[CH:31][CH:30]=[CH:29][C:28]=1[F:33])[C:4](=[O:25])[CH2:5][CH2:6][C:7]1[CH:24]=[CH:23][C:10]([O:11][CH2:12][C:13]2[CH:22]=[CH:21][CH:20]=[CH:19][C:14]=2[C:15]([O:17]C)=[O:16])=[CH:9][CH:8]=1)[CH3:2].[OH-].[K+]. Product: [CH2:1]([N:3]([CH2:26][C:27]1[CH:32]=[CH:31][CH:30]=[CH:29][C:28]=1[F:33])[C:4](=[O:25])[CH2:5][CH2:6][C:7]1[CH:24]=[CH:23][C:10]([O:11][CH2:12][C:13]2[CH:22]=[CH:21][CH:20]=[CH:19][C:14]=2[C:15]([OH:17])=[O:16])=[CH:9][CH:8]=1)[CH3:2]. The catalyst class is: 14. (2) Reactant: [Cl:1][C:2]1[CH:3]=[CH:4][C:5]([N:37]2[CH:41]=[N:40][N:39]=[N:38]2)=[C:6]([C:8]2[CH:16]=[C:15]3[N:11]([C@H:12]([C:17]4[N:18](C(OCC=C)=O)[C:19]([C:22]5[CH:23]=[C:24]([C:27]([OH:29])=[O:28])[S:25][CH:26]=5)=[CH:20][N:21]=4)[CH2:13][CH2:14]3)[C:10](=[O:36])[CH:9]=2)[CH:7]=1.C(=O)([O-])[O-].[K+].[K+].[C:48]([O:54][CH2:55]Cl)(=[O:53])[C:49]([CH3:52])([CH3:51])[CH3:50].O. Product: [Cl:1][C:2]1[CH:3]=[CH:4][C:5]([N:37]2[CH:41]=[N:40][N:39]=[N:38]2)=[C:6]([C:8]2[CH:16]=[C:15]3[N:11]([C@H:12]([C:17]4[NH:18][C:19]([C:22]5[CH:23]=[C:24]([C:27]([O:29][CH2:55][O:54][C:48](=[O:53])[C:49]([CH3:52])([CH3:51])[CH3:50])=[O:28])[S:25][CH:26]=5)=[CH:20][N:21]=4)[CH2:13][CH2:14]3)[C:10](=[O:36])[CH:9]=2)[CH:7]=1. The catalyst class is: 9. (3) Reactant: Cl[C:2]1[CH:3]=[CH:4][N:5]2[C:10]([C:11]=1[CH3:12])=[C:9]([CH:13]1[CH2:15][CH2:14]1)[CH:8]=[C:7]([C:16]([O:18][CH2:19][CH3:20])=[O:17])[C:6]2=[O:21].[CH2:22](O)[CH3:23].[C:25](=O)([O-])[O-].[Na+].[Na+].C[C:32]1[C:37]([CH3:38])=[CH:36][CH:35]=[CH:34][N:33]=1. Product: [CH:13]1([C:9]2[CH:8]=[C:7]([C:16]([O:18][CH2:19][CH3:20])=[O:17])[C:6](=[O:21])[N:5]3[C:10]=2[C:11]([CH3:12])=[C:2]([C:25]2[CH:38]=[C:37]4[C:36](=[CH:35][CH:34]=2)[CH:22]([CH3:23])[NH:33][CH2:32]4)[CH:3]=[CH:4]3)[CH2:15][CH2:14]1. The catalyst class is: 133. (4) Reactant: Cl[C:2]1[CH:7]=[CH:6][N:5]=[CH:4][C:3]=1[S:8]([NH2:11])(=[O:10])=[O:9].[N-:12]=[N+:13]=[N-:14].[Na+].CN(C)C=O.O. Product: [N:12]([C:2]1[CH:7]=[CH:6][N:5]=[CH:4][C:3]=1[S:8]([NH2:11])(=[O:10])=[O:9])=[N+:13]=[N-:14]. The catalyst class is: 775.